From a dataset of NCI-60 drug combinations with 297,098 pairs across 59 cell lines. Regression. Given two drug SMILES strings and cell line genomic features, predict the synergy score measuring deviation from expected non-interaction effect. (1) Drug 1: C1=CC(=CC=C1CCCC(=O)O)N(CCCl)CCCl. Drug 2: C1C(C(OC1N2C=NC(=NC2=O)N)CO)O. Cell line: KM12. Synergy scores: CSS=-5.12, Synergy_ZIP=-5.34, Synergy_Bliss=-15.6, Synergy_Loewe=-13.3, Synergy_HSA=-12.7. (2) Drug 1: CC1C(C(CC(O1)OC2CC(CC3=C2C(=C4C(=C3O)C(=O)C5=C(C4=O)C(=CC=C5)OC)O)(C(=O)CO)O)N)O.Cl. Drug 2: CC(C)CN1C=NC2=C1C3=CC=CC=C3N=C2N. Cell line: MCF7. Synergy scores: CSS=9.20, Synergy_ZIP=-5.24, Synergy_Bliss=-0.227, Synergy_Loewe=-3.93, Synergy_HSA=-0.762. (3) Drug 1: CC1=C(C=C(C=C1)NC(=O)C2=CC=C(C=C2)CN3CCN(CC3)C)NC4=NC=CC(=N4)C5=CN=CC=C5. Drug 2: CC(C)CN1C=NC2=C1C3=CC=CC=C3N=C2N. Cell line: U251. Synergy scores: CSS=0.877, Synergy_ZIP=0.202, Synergy_Bliss=-3.30, Synergy_Loewe=-4.25, Synergy_HSA=-5.17. (4) Drug 1: C1C(C(OC1N2C=C(C(=O)NC2=O)F)CO)O. Drug 2: CCC1(C2=C(COC1=O)C(=O)N3CC4=CC5=C(C=CC(=C5CN(C)C)O)N=C4C3=C2)O.Cl. Cell line: SR. Synergy scores: CSS=71.8, Synergy_ZIP=-2.55, Synergy_Bliss=-2.22, Synergy_Loewe=-1.07, Synergy_HSA=1.71. (5) Drug 1: CC1C(C(=O)NC(C(=O)N2CCCC2C(=O)N(CC(=O)N(C(C(=O)O1)C(C)C)C)C)C(C)C)NC(=O)C3=C4C(=C(C=C3)C)OC5=C(C(=O)C(=C(C5=N4)C(=O)NC6C(OC(=O)C(N(C(=O)CN(C(=O)C7CCCN7C(=O)C(NC6=O)C(C)C)C)C)C(C)C)C)N)C. Drug 2: C(CN)CNCCSP(=O)(O)O. Cell line: U251. Synergy scores: CSS=13.6, Synergy_ZIP=-9.69, Synergy_Bliss=-8.79, Synergy_Loewe=-56.1, Synergy_HSA=-13.5. (6) Drug 1: CC12CCC(CC1=CCC3C2CCC4(C3CC=C4C5=CN=CC=C5)C)O. Drug 2: CC(C)CN1C=NC2=C1C3=CC=CC=C3N=C2N. Cell line: A549. Synergy scores: CSS=-5.18, Synergy_ZIP=-0.833, Synergy_Bliss=-7.42, Synergy_Loewe=-8.86, Synergy_HSA=-9.33. (7) Drug 1: CNC(=O)C1=CC=CC=C1SC2=CC3=C(C=C2)C(=NN3)C=CC4=CC=CC=N4. Drug 2: C1CCC(CC1)NC(=O)N(CCCl)N=O. Cell line: T-47D. Synergy scores: CSS=7.72, Synergy_ZIP=2.33, Synergy_Bliss=8.98, Synergy_Loewe=7.25, Synergy_HSA=8.15.